From a dataset of Full USPTO retrosynthesis dataset with 1.9M reactions from patents (1976-2016). Predict the reactants needed to synthesize the given product. Given the product [F:24][C:8]1[C:7]2[O:6][C:5]3[C:14](=[CH:15][C:2]([C:31]4[C:26]([F:25])=[N:27][CH:28]=[CH:29][CH:30]=4)=[CH:3][CH:4]=3)[C@@:13]3([CH2:20][CH2:19][O:18][C:17]([NH2:21])=[N:16]3)[C:12]=2[CH:11]=[C:10]([C:38]2[CH:39]=[CH:40][N:35]=[CH:36][CH:37]=2)[CH:9]=1, predict the reactants needed to synthesize it. The reactants are: Br[C:2]1[CH:15]=[C:14]2[C:5]([O:6][C:7]3[C:8]([F:24])=[CH:9][C:10](OC)=[CH:11][C:12]=3[C@@:13]32[CH2:20][CH2:19][O:18][C:17]([NH2:21])=[N:16]3)=[CH:4][CH:3]=1.[F:25][C:26]1[C:31](B(O)O)=[CH:30][CH:29]=[CH:28][N:27]=1.[N:35]1[CH:40]=[CH:39][C:38](B(O)O)=[CH:37][CH:36]=1.